Dataset: Reaction yield outcomes from USPTO patents with 853,638 reactions. Task: Predict the reaction yield, written as a fraction of the theoretical maximum amount of product (1.0 means a 100% yield; for example, 0.34 means a 34% yield). (1) The reactants are [CH2:1]([CH:4]([CH2:15][CH:16]=[CH2:17])[CH2:5][O:6][SiH2:7][C:8]1[CH:13]=[CH:12][C:11](I)=[CH:10][CH:9]=1)[CH:2]=[CH2:3].C(=O)([O-])[O-].[K+].[K+].[C:24]1(B(O)O)[CH:29]=[CH:28][CH:27]=[CH:26][CH:25]=1.C1(C)C=CC=CC=1. The catalyst is CCOCC. The product is [CH2:1]([CH:4]([CH2:15][CH:16]=[CH2:17])[CH2:5][O:6][SiH2:7][C:8]1[CH:13]=[CH:12][C:11]([C:24]2[CH:29]=[CH:28][CH:27]=[CH:26][CH:25]=2)=[CH:10][CH:9]=1)[CH:2]=[CH2:3]. The yield is 0.780. (2) The reactants are [NH2:1][C:2]1[CH:11]=[CH:10][C:5]([C:6]([O:8]C)=[O:7])=[CH:4][C:3]=1[OH:12].[CH:13](=O)[C:14]1[CH:19]=[CH:18][CH:17]=[CH:16][CH:15]=1.C([O-])(=O)C.[Pb+4].C([O-])(=O)C.C([O-])(=O)C.C([O-])(=O)C.[OH-].[Na+]. The catalyst is CO. The product is [C:14]1([C:13]2[O:12][C:3]3[CH:4]=[C:5]([C:6]([OH:8])=[O:7])[CH:10]=[CH:11][C:2]=3[N:1]=2)[CH:19]=[CH:18][CH:17]=[CH:16][CH:15]=1. The yield is 0.790. (3) The reactants are Cl[C:2]1[N:10]=[C:9]([Sn:11]([CH2:20][CH2:21][CH2:22][CH3:23])([CH2:16][CH2:17][CH2:18][CH3:19])[CH2:12][CH2:13][CH2:14][CH3:15])[N:8]=[C:7]2[C:3]=1[N:4]=[CH:5][N:6]2[CH:24]1[CH2:29][CH2:28][CH2:27][CH2:26][O:25]1.[NH:30]1[CH2:35][CH2:34][O:33][CH2:32][CH2:31]1. The catalyst is C(#N)C. The product is [N:30]1([C:2]2[N:10]=[C:9]([Sn:11]([CH2:20][CH2:21][CH2:22][CH3:23])([CH2:16][CH2:17][CH2:18][CH3:19])[CH2:12][CH2:13][CH2:14][CH3:15])[N:8]=[C:7]3[C:3]=2[N:4]=[CH:5][N:6]3[CH:24]2[CH2:29][CH2:28][CH2:27][CH2:26][O:25]2)[CH2:35][CH2:34][O:33][CH2:32][CH2:31]1. The yield is 0.910. (4) The reactants are [F:1][CH:2]([F:11])[C:3]([C:5]1[CH:10]=[CH:9][CH:8]=[CH:7][CH:6]=1)=[O:4].Br[C:13]1[CH:14]=[C:15]2[C:20](=[CH:21][CH:22]=1)[N:19]=[CH:18][CH:17]=[CH:16]2.ClC1C=C2C(=CC=1)N=CC=C2. No catalyst specified. The product is [F:1][C:2]([F:11])([C:13]1[CH:14]=[C:15]2[C:20](=[CH:21][CH:22]=1)[N:19]=[CH:18][CH:17]=[CH:16]2)[C:3]([C:5]1[CH:6]=[CH:7][CH:8]=[CH:9][CH:10]=1)=[O:4]. The yield is 0.800. (5) The product is [CH2:11]1[C:12]2[C:7](=[CH:6][CH:5]=[CH:4][C:3]=2[OH:2])[CH2:8][CH2:9][NH:10]1. No catalyst specified. The yield is 0.800. The reactants are C[O:2][C:3]1[CH:4]=[CH:5][CH:6]=[C:7]2[C:12]=1[CH2:11][NH:10][CH2:9][CH2:8]2.Br. (6) The reactants are ClC1C=C(C=CC=1Cl)CC1C(O)=[C:14]([C:17]([OH:19])=[O:18])[C:13]2[C:8](=[C:9]3[CH2:23][CH2:22][CH2:21][CH2:20][C:10]3=[CH:11][CH:12]=2)[N:7]=1.N1C2C(=CC=C3CCCCC3=2)C(=O)C1=O.C([O:46][CH2:47][C:48](=O)[CH2:49][C:50]1[C:51]2[CH:58]=[CH:57][CH:56]=[CH:55][C:52]=2[S:53][CH:54]=1)(=O)C. No catalyst specified. The product is [S:53]1[CH:54]=[C:50]([CH2:49][C:48]2[C:47]([OH:46])=[C:14]([C:17]([OH:19])=[O:18])[C:13]3[C:8](=[C:9]4[CH2:23][CH2:22][CH2:21][CH2:20][C:10]4=[CH:11][CH:12]=3)[N:7]=2)[C:51]2[CH:58]=[CH:57][CH:56]=[CH:55][C:52]1=2. The yield is 0.0680. (7) The reactants are [C:1]1(C)[CH:6]=CC(S(O)(=O)=O)=C[CH:2]=1.CC(C)=O.[O:16]=[C:17]1[NH:21][C@H:20]2[CH2:22][S:23][C:24](=[CH:25][CH2:26][CH2:27][CH2:28][C:29]([O:31][CH2:32][C:33]([CH2:37][OH:38])([CH3:36])[CH2:34][OH:35])=[O:30])[C@H:19]2[O:18]1.COC(OC)(C)C. The catalyst is C(N(CC)CC)C. The product is [O:16]=[C:17]1[NH:21][C@H:20]2[CH2:22][S:23][C:24](=[CH:25][CH2:26][CH2:27][CH2:28][C:29]([O:31][CH2:32][C:33]3([CH3:36])[CH2:37][O:38][C:1]([CH3:6])([CH3:2])[O:35][CH2:34]3)=[O:30])[C@H:19]2[O:18]1. The yield is 0.530. (8) The reactants are [Cl:1][C:2]1[C:7](F)=[C:6]([C:9]#[N:10])[CH:5]=[CH:4][C:3]=1[CH2:11][C:12]([O:14][CH3:15])=[O:13].[C:16](=O)([O-])[O-:17].[K+].[K+]. The catalyst is CO. The product is [Cl:1][C:2]1[C:7]([O:17][CH3:16])=[C:6]([C:9]#[N:10])[CH:5]=[CH:4][C:3]=1[CH2:11][C:12]([O:14][CH3:15])=[O:13]. The yield is 0.400. (9) The reactants are [CH:1]1(I)[CH2:6][CH2:5][CH2:4][CH2:3][CH2:2]1.[Cl-].[Li+].[Cu](C#N)C#N.[C:15]([O:19][CH3:20])(=[O:18])[C:16]#[CH:17].[I:21]I. The catalyst is O1CCCC1.[Zn].BrCCBr.C[Si](Cl)(C)C. The product is [CH3:20][O:19][C:15](=[O:18])/[C:16](/[I:21])=[CH:17]\[CH:1]1[CH2:6][CH2:5][CH2:4][CH2:3][CH2:2]1. The yield is 0.990. (10) The reactants are C([O:5][C:6](=O)[CH2:7][CH:8]([C:16]#[N:17])[CH:9]([CH:13]([CH3:15])[CH3:14])[CH2:10][CH2:11][CH3:12])(C)(C)C. The catalyst is CO.[Ni]. The product is [CH:13]([CH:9]([CH:8]1[CH2:16][NH:17][C:6](=[O:5])[CH2:7]1)[CH2:10][CH2:11][CH3:12])([CH3:15])[CH3:14]. The yield is 1.00.